Predict the reaction yield, written as a fraction of the theoretical maximum amount of product (1.0 means a 100% yield; for example, 0.34 means a 34% yield). From a dataset of Reaction yield outcomes from USPTO patents with 853,638 reactions. (1) The reactants are [CH3:1][O:2][C:3](=[O:13])[C:4]1[CH:9]=[CH:8][C:7]([C:10](=[O:12])[CH3:11])=[CH:6][CH:5]=1.[Br:14]Br. The catalyst is C(O)(=O)C. The product is [CH3:1][O:2][C:3](=[O:13])[C:4]1[CH:9]=[CH:8][C:7]([C:10](=[O:12])[CH2:11][Br:14])=[CH:6][CH:5]=1. The yield is 0.550. (2) The reactants are [N:1]([CH2:4][CH2:5][O:6][CH2:7][CH2:8][OH:9])=[N+:2]=[N-:3].CCN(CC)CC.[CH3:17][S:18](Cl)(=[O:20])=[O:19]. The catalyst is C1COCC1. The product is [CH3:17][S:18]([O:9][CH2:8][CH2:7][O:6][CH2:5][CH2:4][N:1]=[N+:2]=[N-:3])(=[O:20])=[O:19]. The yield is 1.00. (3) The reactants are [CH2:1]([NH:6][C:7]([C:9]1[N:10]=[N:11][C:12](Cl)=[CH:13][CH:14]=1)=[O:8])[CH2:2][CH2:3][CH:4]=[CH2:5].[NH:16]1[CH2:21][CH2:20][NH:19][CH2:18][CH2:17]1. The catalyst is C(#N)C. The product is [CH2:1]([NH:6][C:7]([C:9]1[N:10]=[N:11][C:12]([N:16]2[CH2:21][CH2:20][NH:19][CH2:18][CH2:17]2)=[CH:13][CH:14]=1)=[O:8])[CH2:2][CH2:3][CH:4]=[CH2:5]. The yield is 0.886. (4) The reactants are CO[C:3](=[O:20])[C:4]1[CH:9]=[C:8]([C:10]2[CH:15]=[CH:14][N:13]=[N:12][CH:11]=2)[C:7]([CH:16]([CH3:18])[CH3:17])=[CH:6][C:5]=1[NH2:19].ClC([O:24][C:25]1C=CC(Cl)=CC=1)=O.[CH3:32][S:33]([NH:36][NH2:37])(=[O:35])=[O:34].CCN(C(C)C)C(C)C. The catalyst is O1CCOCC1. The product is [CH:16]([C:7]1[CH:6]=[C:5]2[C:4]([C:3](=[O:20])[N:37]([NH:36][S:33]([CH3:32])(=[O:35])=[O:34])[C:25](=[O:24])[NH:19]2)=[CH:9][C:8]=1[C:10]1[CH:15]=[CH:14][N:13]=[N:12][CH:11]=1)([CH3:17])[CH3:18]. The yield is 0.510. (5) The reactants are C[N:2]([CH3:19])[CH:3]=[CH:4][C:5]([C:7]1[CH:8]=[C:9]([N:13]([CH2:17][CH3:18])[C:14](=[O:16])[CH3:15])[CH:10]=[CH:11][CH:12]=1)=O.N[C:21]1[C:25]([C:26]#[N:27])=C[NH:23][N:22]=1.Cl. The catalyst is O.CO. The product is [CH3:18][CH2:17][N:13]([C:14]([CH3:15])=[O:16])[C:9]1[CH:10]=[CH:11][CH:12]=[C:7]([C:5]2[N:23]3[N:22]=[CH:21][C:25]([C:26]#[N:27])=[C:19]3[N:2]=[CH:3][CH:4]=2)[CH:8]=1. The yield is 0.918. (6) No catalyst specified. The yield is 0.360. The reactants are [C:1]1([CH:7]([CH2:11][C:12]([OH:14])=[O:13])[C:8]([OH:10])=[O:9])[CH:6]=[CH:5][CH:4]=[CH:3][CH:2]=1.[N+:15]([O-])([OH:17])=[O:16]. The product is [N+:15]([C:4]1[CH:3]=[CH:2][C:1]([CH:7]([CH2:11][C:12]([OH:14])=[O:13])[C:8]([OH:10])=[O:9])=[CH:6][CH:5]=1)([O-:17])=[O:16]. (7) The reactants are N1C2C(=CC(C(O)=O)=CC=2)C=C1.[H-].[Na+].IC.[CH3:17][N:18]1[C:26]2[C:21](=[CH:22][C:23]([C:27]([O:29]C)=[O:28])=[CH:24][CH:25]=2)[CH:20]=[CH:19]1.[OH-].[Na+]. The catalyst is CN(C=O)C.C1COCC1.CO.O. The product is [CH3:17][N:18]1[C:26]2[C:21](=[CH:22][C:23]([C:27]([OH:29])=[O:28])=[CH:24][CH:25]=2)[CH:20]=[CH:19]1. The yield is 0.960. (8) The reactants are Cl[C:2]1[N:7]=[C:6]([NH:8][C:9]([C:11]2([C:14]3[CH:24]=[CH:23][C:17]4[O:18][C:19]([F:22])([F:21])[O:20][C:16]=4[CH:15]=3)[CH2:13][CH2:12]2)=[O:10])[CH:5]=[CH:4][C:3]=1[CH3:25].[CH3:26][O:27][C:28]1[N:37]=[CH:36][C:35](B2OC(C)(C)C(C)(C)O2)=[CH:34][C:29]=1[C:30]([O:32][CH3:33])=[O:31].C(=O)([O-])[O-].[Na+].[Na+]. The catalyst is COCCOC.C(OCC)(=O)C.C1C=CC([P]([Pd]([P](C2C=CC=CC=2)(C2C=CC=CC=2)C2C=CC=CC=2)([P](C2C=CC=CC=2)(C2C=CC=CC=2)C2C=CC=CC=2)[P](C2C=CC=CC=2)(C2C=CC=CC=2)C2C=CC=CC=2)(C2C=CC=CC=2)C2C=CC=CC=2)=CC=1. The product is [F:21][C:19]1([F:22])[O:18][C:17]2[CH:23]=[CH:24][C:14]([C:11]3([C:9]([NH:8][C:6]4[N:7]=[C:2]([C:35]5[CH:36]=[N:37][C:28]([O:27][CH3:26])=[C:29]([C:30]([O:32][CH3:33])=[O:31])[CH:34]=5)[C:3]([CH3:25])=[CH:4][CH:5]=4)=[O:10])[CH2:13][CH2:12]3)=[CH:15][C:16]=2[O:20]1. The yield is 0.810. (9) The reactants are [CH3:1][N:2]1[C:10]2[CH:9]=[C:8]([N:11]3[CH:16]=[CH:15][C:14]([C:17]4[CH:18]=[N:19][C:20]([C:23]([F:26])([F:25])[F:24])=[CH:21][CH:22]=4)=[CH:13][C:12]3=[O:27])[CH:7]=[CH:6][C:5]=2[C:4]2[CH2:28][NH:29][CH2:30][CH2:31][C:3]1=2.[C:32]1(N)C(F)=C(F)C(F)=C(N)C=1F.Cl.Cl. No catalyst specified. The product is [CH3:32][N:29]1[CH2:30][CH2:31][C:3]2[N:2]([CH3:1])[C:10]3[CH:9]=[C:8]([N:11]4[CH:16]=[CH:15][C:14]([C:17]5[CH:18]=[N:19][C:20]([C:23]([F:24])([F:25])[F:26])=[CH:21][CH:22]=5)=[CH:13][C:12]4=[O:27])[CH:7]=[CH:6][C:5]=3[C:4]=2[CH2:28]1. The yield is 0.290. (10) The reactants are [CH2:1]([O:3][C:4]([C:6]1[CH:7]=[N:8][C:9]2[C:14]([C:15]=1Cl)=[CH:13][CH:12]=[CH:11][C:10]=2[O:17][CH3:18])=[O:5])[CH3:2].[CH:19]1([NH2:22])[CH2:21][CH2:20]1. No catalyst specified. The product is [CH2:1]([O:3][C:4]([C:6]1[CH:7]=[N:8][C:9]2[C:14]([C:15]=1[NH:22][CH:19]1[CH2:21][CH2:20]1)=[CH:13][CH:12]=[CH:11][C:10]=2[O:17][CH3:18])=[O:5])[CH3:2]. The yield is 1.00.